This data is from Peptide-MHC class II binding affinity with 134,281 pairs from IEDB. The task is: Regression. Given a peptide amino acid sequence and an MHC pseudo amino acid sequence, predict their binding affinity value. This is MHC class II binding data. (1) The peptide sequence is PENAKEKPQEGTVVA. The MHC is DRB1_1101 with pseudo-sequence DRB1_1101. The binding affinity (normalized) is 0. (2) The peptide sequence is AFKYAATAANAAPAN. The MHC is HLA-DPA10201-DPB11401 with pseudo-sequence HLA-DPA10201-DPB11401. The binding affinity (normalized) is 0.743. (3) The peptide sequence is YQVTYIVRGSGRVQV. The MHC is HLA-DPA10103-DPB10401 with pseudo-sequence HLA-DPA10103-DPB10401. The binding affinity (normalized) is 0.252. (4) The peptide sequence is DVKFPGGGQIVGGVYLLPRR. The MHC is DRB1_1501 with pseudo-sequence DRB1_1501. The binding affinity (normalized) is 0.655.